From a dataset of Full USPTO retrosynthesis dataset with 1.9M reactions from patents (1976-2016). Predict the reactants needed to synthesize the given product. (1) Given the product [Cl:8][C:6]([O:4][C:5]1[CH:1]=[CH:2][CH:3]=[CH:16][CH:15]=1)=[O:9], predict the reactants needed to synthesize it. The reactants are: [CH2:1]1[CH2:5][O:4][CH2:3][CH2:2]1.[CH2:6]([Cl:8])Cl.[O:9]1CCOCC1.[C:15](#N)[CH3:16]. (2) The reactants are: C([O:5][C:6](=[O:18])[CH2:7][O:8][C:9]1[CH:14]=[CH:13][C:12]([Cl:15])=[CH:11][C:10]=1[C:16]#[CH:17])(C)(C)C.[CH2:19]([S:26]([C:29]1[CH:34]=[CH:33][C:32]([CH3:35])=[C:31](Br)[CH:30]=1)(=[O:28])=[O:27])[C:20]1[CH:25]=[CH:24][CH:23]=[CH:22][CH:21]=1. Given the product [CH2:19]([S:26]([C:29]1[CH:34]=[CH:33][C:32]([CH3:35])=[C:31]([C:17]#[C:16][C:10]2[CH:11]=[C:12]([Cl:15])[CH:13]=[CH:14][C:9]=2[O:8][CH2:7][C:6]([OH:5])=[O:18])[CH:30]=1)(=[O:28])=[O:27])[C:20]1[CH:21]=[CH:22][CH:23]=[CH:24][CH:25]=1, predict the reactants needed to synthesize it. (3) Given the product [OH:32][C:26]([C:28]([F:31])([F:30])[F:29])=[O:27].[NH2:8][C@@H:9]([CH2:13][CH2:14][CH2:15][CH2:16][NH:17][C:18]([O:20][CH2:21][CH2:22][CH2:23][CH:24]=[CH2:25])=[O:19])[C:10]([OH:12])=[O:11], predict the reactants needed to synthesize it. The reactants are: C(OC([NH:8][C@@H:9]([CH2:13][CH2:14][CH2:15][CH2:16][NH:17][C:18]([O:20][CH2:21][CH2:22][CH2:23][CH:24]=[CH2:25])=[O:19])[C:10]([OH:12])=[O:11])=O)(C)(C)C.[C:26]([OH:32])([C:28]([F:31])([F:30])[F:29])=[O:27]. (4) Given the product [CH3:1][C:2]([OH:6])([C:4]#[C:5][C:8]1[CH:13]=[CH:12][C:11]([B:14]2[O:18][C:17]([CH3:20])([CH3:19])[C:16]([CH3:22])([CH3:21])[O:15]2)=[CH:10][CH:9]=1)[CH3:3], predict the reactants needed to synthesize it. The reactants are: [CH3:1][C:2]([OH:6])([C:4]#[CH:5])[CH3:3].Br[C:8]1[CH:13]=[CH:12][C:11]([B:14]2[O:18][C:17]([CH3:20])([CH3:19])[C:16]([CH3:22])([CH3:21])[O:15]2)=[CH:10][CH:9]=1. (5) Given the product [Cl:1][C:2]1[CH:12]=[C:6]2[C:5]([CH:13]=[C:11]([C:21]3[CH:22]=[CH:23][CH:24]=[CH:25][C:20]=3[N:19]3[CH2:18][CH2:17][O:16][CH2:15][CH2:14]3)[NH:9][C:7]2=[O:8])=[CH:4][CH:3]=1, predict the reactants needed to synthesize it. The reactants are: [Cl:1][C:2]1[CH:3]=[CH:4][C:5]([CH3:13])=[C:6]([CH:12]=1)[C:7]([N:9]([CH3:11])C)=[O:8].[CH2:14]1[N:19]([C:20]2[C:25](C#N)=[CH:24][CH:23]=[CH:22][CH:21]=2)[CH2:18][CH2:17][O:16][CH2:15]1.[Cl-].[NH4+]. (6) Given the product [C:1]([O:5][C:6]([N:8]1[CH2:13][CH2:12][CH:11]([CH2:14][CH2:15][O:23][C:17]2[CH:22]=[CH:21][CH:20]=[CH:19][CH:18]=2)[CH2:10][CH2:9]1)=[O:7])([CH3:4])([CH3:3])[CH3:2], predict the reactants needed to synthesize it. The reactants are: [C:1]([O:5][C:6]([N:8]1[CH2:13][CH2:12][CH:11]([CH2:14][CH2:15]I)[CH2:10][CH2:9]1)=[O:7])([CH3:4])([CH3:3])[CH3:2].[C:17]1([OH:23])[CH:22]=[CH:21][CH:20]=[CH:19][CH:18]=1.C([O-])([O-])=O.[K+].[K+].[OH-].[Na+]. (7) Given the product [CH3:13][O:12][C:9]1[CH:10]=[C:11]2[C:6](=[CH:7][C:8]=1[O:14][CH2:15][CH2:16][CH2:17][N:18]([CH3:23])[S:19]([CH3:22])(=[O:21])=[O:20])[N:5]=[CH:4][N:3]=[C:2]2[O:30][C:31]1[CH:40]=[C:39]2[C:34]([CH:35]=[CH:36][CH:37]=[N:38]2)=[CH:33][CH:32]=1, predict the reactants needed to synthesize it. The reactants are: Cl[C:2]1[C:11]2[C:6](=[CH:7][C:8]([O:14][CH2:15][CH2:16][CH2:17][N:18]([CH3:23])[S:19]([CH3:22])(=[O:21])=[O:20])=[C:9]([O:12][CH3:13])[CH:10]=2)[N:5]=[CH:4][N:3]=1.C(=O)([O-])[O-].[K+].[K+].[OH:30][C:31]1[CH:40]=[C:39]2[C:34]([CH:35]=[CH:36][CH:37]=[N:38]2)=[CH:33][CH:32]=1.